From a dataset of Reaction yield outcomes from USPTO patents with 853,638 reactions. Predict the reaction yield, written as a fraction of the theoretical maximum amount of product (1.0 means a 100% yield; for example, 0.34 means a 34% yield). (1) The product is [CH2:7]([N:14]1[C:22]2[C:17](=[CH:18][CH:19]=[CH:20][CH:21]=2)[C:16]([O:23][C:31]2[CH:36]=[CH:35][CH:34]=[CH:33][CH:32]=2)([C:2]2[CH:3]=[CH:4][CH:5]=[CH:6][N:1]=2)[C:15]1=[O:24])[C:8]1[CH:9]=[CH:10][CH:11]=[CH:12][CH:13]=1. The catalyst is C1COCC1. The reactants are [N:1]1[CH:6]=[CH:5][CH:4]=[CH:3][CH:2]=1.[CH2:7]([N:14]1[C:22]2[C:17](=[CH:18][CH:19]=[CH:20][CH:21]=2)[C:16](=[O:23])[C:15]1=[O:24])[C:8]1[CH:13]=[CH:12][CH:11]=[CH:10][CH:9]=1.FC(F)(F)S(O[C:31]1[CH:36]=[CH:35][CH:34]=[CH:33][C:32]=1[Si](C)(C)C)(=O)=O.[F-].[K+].O1CCOCCOCCOCCOCCOCC1. The yield is 0.740. (2) The reactants are [Cl:1][C:2]1[C:3]([OH:31])=[C:4]([S:9]([N:12]([CH2:21][C:22]2[CH:30]=[CH:29][C:25]([C:26]([OH:28])=O)=[CH:24][CH:23]=2)[CH2:13][C:14]2[CH:19]=[CH:18][C:17]([F:20])=[CH:16][CH:15]=2)(=[O:11])=[O:10])[CH:5]=[C:6]([Cl:8])[CH:7]=1.[Cl:32][C:33]1[CH:34]=[C:35]([CH:46]=[C:47]([Cl:49])[CH:48]=1)[CH2:36][NH:37][CH2:38][C:39]1[CH:44]=[CH:43][C:42]([F:45])=[CH:41][CH:40]=1.CN(C(ON1N=NC2C=CC=NC1=2)=[N+](C)C)C.F[P-](F)(F)(F)(F)F.CCN(C(C)C)C(C)C. The catalyst is CN(C=O)C. The product is [Cl:1][C:2]1[C:3]([OH:31])=[C:4]([S:9]([N:12]([CH2:21][C:22]2[CH:30]=[CH:29][C:25]([C:26]([N:37]([CH2:36][C:35]3[CH:46]=[C:47]([Cl:49])[CH:48]=[C:33]([Cl:32])[CH:34]=3)[CH2:38][C:39]3[CH:44]=[CH:43][C:42]([F:45])=[CH:41][CH:40]=3)=[O:28])=[CH:24][CH:23]=2)[CH2:13][C:14]2[CH:15]=[CH:16][C:17]([F:20])=[CH:18][CH:19]=2)(=[O:11])=[O:10])[CH:5]=[C:6]([Cl:8])[CH:7]=1. The yield is 0.510. (3) The reactants are [C:1]([O:5][C:6]([N:8]1[CH2:12][CH2:11][CH2:10][CH:9]1[CH2:13][C:14]1[CH:19]=[CH:18][C:17](Br)=[CH:16][CH:15]=1)=[O:7])([CH3:4])([CH3:3])[CH3:2].[Cl:21][C:22]1[CH:30]=[CH:29][C:25]([C:26]([NH2:28])=[O:27])=[CH:24][CH:23]=1.C(=O)([O-])[O-].[Cs+].[Cs+].CNCCNC. The catalyst is O1CCOCC1.[Cu]I. The product is [C:1]([O:5][C:6]([N:8]1[CH2:12][CH2:11][CH2:10][CH:9]1[CH2:13][C:14]1[CH:19]=[CH:18][C:17]([NH:28][C:26](=[O:27])[C:25]2[CH:29]=[CH:30][C:22]([Cl:21])=[CH:23][CH:24]=2)=[CH:16][CH:15]=1)=[O:7])([CH3:4])([CH3:3])[CH3:2]. The yield is 0.0400. (4) The reactants are [CH3:1][O:2][C:3](=[O:38])[NH:4][CH:5]([C:9]([N:11]1[CH:17]([C:18]2[NH:19][C:20]([C:23]3[CH:28]=[CH:27][C:26](B4OC(C)(C)C(C)(C)O4)=[CH:25][CH:24]=3)=[CH:21][N:22]=2)[CH2:16][C:13]2([CH2:15][CH2:14]2)[CH2:12]1)=[O:10])[CH:6]([CH3:8])[CH3:7].[C:39]([O:43][C:44]([N:46]1[CH2:50][CH:49]([C:51]#[N:52])[CH2:48][CH:47]1[C:53]1[NH:54][C:55]([C:58]2[CH:67]=[CH:66][C:65]3[C:60](=[CH:61][CH:62]=[C:63](Br)[CH:64]=3)[CH:59]=2)=[CH:56][N:57]=1)=[O:45])([CH3:42])([CH3:41])[CH3:40].C([O-])([O-])=O.[K+].[K+]. The catalyst is COCCOC.C1C=CC([P]([Pd]([P](C2C=CC=CC=2)(C2C=CC=CC=2)C2C=CC=CC=2)([P](C2C=CC=CC=2)(C2C=CC=CC=2)C2C=CC=CC=2)[P](C2C=CC=CC=2)(C2C=CC=CC=2)C2C=CC=CC=2)(C2C=CC=CC=2)C2C=CC=CC=2)=CC=1. The product is [C:39]([O:43][C:44]([N:46]1[CH2:50][CH:49]([C:51]#[N:52])[CH2:48][CH:47]1[C:53]1[NH:54][C:55]([C:58]2[CH:67]=[CH:66][C:65]3[C:60](=[CH:61][CH:62]=[C:63]([C:26]4[CH:25]=[CH:24][C:23]([C:20]5[NH:19][C:18]([CH:17]6[CH2:16][C:13]7([CH2:14][CH2:15]7)[CH2:12][N:11]6[C:9](=[O:10])[CH:5]([NH:4][C:3]([O:2][CH3:1])=[O:38])[CH:6]([CH3:8])[CH3:7])=[N:22][CH:21]=5)=[CH:28][CH:27]=4)[CH:64]=3)[CH:59]=2)=[CH:56][N:57]=1)=[O:45])([CH3:42])([CH3:41])[CH3:40]. The yield is 0.510. (5) The reactants are CCCC[N+](CCCC)(CCCC)CCCC.[F-].[Si]([O:26][CH2:27][CH:28]([CH2:31][O:32][C:33](=[O:51])[CH2:34][CH2:35][CH2:36][CH2:37][CH2:38][CH2:39][CH2:40]/[CH:41]=[CH:42]\[CH2:43][CH2:44][CH2:45][CH2:46][CH2:47][CH2:48][CH2:49][CH3:50])[O:29][CH3:30])(C(C)(C)C)(C)C. The catalyst is C1COCC1. The product is [C:33]([O:32][CH2:31][CH:28]([CH2:27][OH:26])[O:29][CH3:30])(=[O:51])[CH2:34][CH2:35][CH2:36][CH2:37][CH2:38][CH2:39][CH2:40]/[CH:41]=[CH:42]\[CH2:43][CH2:44][CH2:45][CH2:46][CH2:47][CH2:48][CH2:49][CH3:50]. The yield is 0.790. (6) The reactants are [CH3:1][N:2]1[CH2:7][CH2:6][CH:5]([C:8]2[CH:16]=[CH:15][C:11]([C:12]([OH:14])=O)=[CH:10][CH:9]=2)[CH2:4][CH2:3]1.CCN=C=NCCCN(C)C.C1C=CC2N(O)N=NC=2C=1.CCN(C(C)C)C(C)C.Cl.Cl.[CH:49]1([CH2:57][NH:58][C:59]([N:61]2[CH2:69][C:68]3[CH:67]=[CH:66][N:65]=[CH:64][C:63]=3[CH2:62]2)=[O:60])[C:51]2([CH2:56][CH2:55][NH:54][CH2:53][CH2:52]2)[CH2:50]1. The catalyst is CN(C=O)C.O. The product is [CH3:1][N:2]1[CH2:3][CH2:4][CH:5]([C:8]2[CH:9]=[CH:10][C:11]([C:12]([N:54]3[CH2:55][CH2:56][C:51]4([CH:49]([CH2:57][NH:58][C:59]([N:61]5[CH2:69][C:68]6[CH:67]=[CH:66][N:65]=[CH:64][C:63]=6[CH2:62]5)=[O:60])[CH2:50]4)[CH2:52][CH2:53]3)=[O:14])=[CH:15][CH:16]=2)[CH2:6][CH2:7]1. The yield is 0.170. (7) No catalyst specified. The product is [C:1]([O:5][C:6]([C:8]([CH2:23][CH2:24][C:25]1[CH:30]=[CH:29][CH:28]=[CH:27][CH:26]=1)([CH2:16][C:17]([O:19][CH2:20][CH3:21])=[O:18])[C:9]([O:11][C:12]([CH3:13])([CH3:14])[CH3:15])=[O:10])=[O:7])([CH3:4])([CH3:2])[CH3:3]. The yield is 0.850. The reactants are [C:1]([O:5][C:6]([CH:8]([CH2:16][C:17]([O:19][CH2:20][CH3:21])=[O:18])[C:9]([O:11][C:12]([CH3:15])([CH3:14])[CH3:13])=[O:10])=[O:7])([CH3:4])([CH3:3])[CH3:2].I[CH2:23][CH2:24][C:25]1[CH:30]=[CH:29][CH:28]=[CH:27][CH:26]=1.[H-].[Na+]. (8) The reactants are [C:1]1([C:17]2[CH:22]=[CH:21][CH:20]=[CH:19][CH:18]=2)[CH:6]=[CH:5][C:4]([CH:7]([NH:15][CH3:16])[CH2:8][N:9]2[CH2:14][CH2:13][O:12][CH2:11][CH2:10]2)=[CH:3][CH:2]=1.[O:23]=[C:24]1[N:29]([CH2:30][C:31]([OH:33])=O)[C:28]2[CH:34]=[C:35]([O:38][C:39]([F:42])([F:41])[F:40])[CH:36]=[CH:37][C:27]=2[O:26][CH2:25]1.C(N(CC)CC)C.F[P-](F)(F)(F)(F)F.N1(O[P+](N(C)C)(N(C)C)N(C)C)C2C=CC=CC=2N=N1.FC(F)(F)C(O)=O. The catalyst is CN(C)C=O.CC#N.O. The product is [C:1]1([C:17]2[CH:22]=[CH:21][CH:20]=[CH:19][CH:18]=2)[CH:2]=[CH:3][C:4]([CH:7]([N:15]([CH3:16])[C:31](=[O:33])[CH2:30][N:29]2[C:28]3[CH:34]=[C:35]([O:38][C:39]([F:42])([F:41])[F:40])[CH:36]=[CH:37][C:27]=3[O:26][CH2:25][C:24]2=[O:23])[CH2:8][N:9]2[CH2:10][CH2:11][O:12][CH2:13][CH2:14]2)=[CH:5][CH:6]=1. The yield is 0.420. (9) The reactants are [NH2:1][C@:2]12[CH2:38][CH2:37][C@@H:36]([C:39]([CH3:41])=[CH2:40])[C@@H:3]1[C@@H:4]1[C@@:17]([CH3:20])([CH2:18][CH2:19]2)[C@@:16]2([CH3:21])[C@@H:7]([C@:8]3([CH3:35])[C@@H:13]([CH2:14][CH2:15]2)[C:12]([CH3:23])([CH3:22])[C:11]([C:24]2[CH:33]=[CH:32][C:27]([C:28]([O:30][CH3:31])=[O:29])=[C:26]([F:34])[CH:25]=2)=[CH:10][CH2:9]3)[CH2:6][CH2:5]1.[I-].[K+].P(=O)(O)(O)O.[K].[C:50](#[N:52])[CH3:51]. No catalyst specified. The product is [F:34][C:26]1[CH:25]=[C:24]([C:11]2[C:12]([CH3:22])([CH3:23])[C@H:13]3[C@:8]([CH3:35])([CH2:9][CH:10]=2)[C@@H:7]2[C@:16]([CH3:21])([C@@:17]4([CH3:20])[C@H:4]([CH2:5][CH2:6]2)[C@H:3]2[C@H:36]([C:39]([CH3:41])=[CH2:40])[CH2:37][CH2:38][C@:2]2([NH:1][CH2:51][CH2:50][N:52]2[CH2:25][CH2:26][CH2:27][C:28]2=[O:29])[CH2:19][CH2:18]4)[CH2:15][CH2:14]3)[CH:33]=[CH:32][C:27]=1[C:28]([O:30][CH3:31])=[O:29]. The yield is 0.417.